Dataset: Reaction yield outcomes from USPTO patents with 853,638 reactions. Task: Predict the reaction yield, written as a fraction of the theoretical maximum amount of product (1.0 means a 100% yield; for example, 0.34 means a 34% yield). (1) The reactants are [CH2:1]([N:3]([C:12]1[CH:13]=[CH:14][C:15]([CH3:28])=[C:16]2[C:20]=1[NH:19][C:18]([C:21]1[S:22][C:23]([CH:26]=[O:27])=[CH:24][N:25]=1)=[CH:17]2)[S:4]([C:7]1[S:8][CH:9]=[CH:10][CH:11]=1)(=[O:6])=[O:5])[CH3:2].CO.[BH4-].[Na+].C(O)(=O)CC(CC(O)=O)(C(O)=O)O. The catalyst is O1CCCC1. The product is [CH2:1]([N:3]([C:12]1[CH:13]=[CH:14][C:15]([CH3:28])=[C:16]2[C:20]=1[NH:19][C:18]([C:21]1[S:22][C:23]([CH2:26][OH:27])=[CH:24][N:25]=1)=[CH:17]2)[S:4]([C:7]1[S:8][CH:9]=[CH:10][CH:11]=1)(=[O:5])=[O:6])[CH3:2]. The yield is 0.720. (2) The reactants are Br[C:2]1[CH:3]=[N:4][CH:5]=[CH:6][C:7]=1[O:8][CH2:9][CH:10]1[CH2:12][CH2:11]1.[CH:13]1([B-](F)(F)F)[CH2:15][CH2:14]1.[K+].C(=O)([O-])[O-].[Cs+].[Cs+]. The catalyst is C1(C)C=CC=CC=1.O.C([O-])(=O)C.[Pd+2].C([O-])(=O)C.C(P(C12CC3CC(CC(C3)C1)C2)C12CC3CC(CC(C3)C1)C2)CCC. The product is [CH:13]1([C:2]2[CH:3]=[N:4][CH:5]=[CH:6][C:7]=2[O:8][CH2:9][CH:10]2[CH2:12][CH2:11]2)[CH2:15][CH2:14]1. The yield is 0.785. (3) The reactants are [O:1]1[C:5]2[CH:6]=[CH:7][C:8]([C:10]3([C:13]([NH:15][C:16]4[CH:21]=[CH:20][C:19]([CH2:22]O)=[C:18]([Br:24])[CH:17]=4)=[O:14])[CH2:12][CH2:11]3)=[CH:9][C:4]=2[O:3][CH2:2]1.CS(Cl)(=O)=O.[CH:30]([N:33](CC)C(C)C)(C)C.[C-]#N.[K+]. The catalyst is C(#N)C.ClCCl. The product is [O:1]1[C:5]2[CH:6]=[CH:7][C:8]([C:10]3([C:13]([NH:15][C:16]4[CH:21]=[CH:20][C:19]([CH2:22][C:30]#[N:33])=[C:18]([Br:24])[CH:17]=4)=[O:14])[CH2:12][CH2:11]3)=[CH:9][C:4]=2[O:3][CH2:2]1. The yield is 0.460. (4) The reactants are [Br:1][C:2]1[CH:3]=[CH:4][C:5]2[C:11]3[S:12][C:13]([C:15]([OH:17])=O)=[CH:14][C:10]=3[CH2:9][CH2:8][O:7][C:6]=2[CH:18]=1.[NH2:19][C:20]1[CH:30]=[CH:29][C:23]([C:24]([N:26]([CH3:28])[CH3:27])=[O:25])=[CH:22][C:21]=1[Cl:31].N1C=CC=CC=1. The catalyst is O=S(Cl)Cl.C1COCC1. The product is [Br:1][C:2]1[CH:3]=[CH:4][C:5]2[C:11]3[S:12][C:13]([C:15]([NH:19][C:20]4[CH:30]=[CH:29][C:23]([C:24](=[O:25])[N:26]([CH3:27])[CH3:28])=[CH:22][C:21]=4[Cl:31])=[O:17])=[CH:14][C:10]=3[CH2:9][CH2:8][O:7][C:6]=2[CH:18]=1. The yield is 0.770. (5) The reactants are B(Cl)(Cl)Cl.C([O:12][C:13]1[CH:18]=[C:17]([O:19]CC2C=CC=CC=2)[C:16]([Br:27])=[CH:15][C:14]=1[C:28]1[C:32]([C:33]2[CH:38]=[CH:37][C:36]([O:39][CH3:40])=[CH:35][CH:34]=2)=[C:31]([CH3:41])[O:30][N:29]=1)C1C=CC=CC=1. The catalyst is ClCCl. The product is [Br:27][C:16]1[CH:15]=[C:14]([C:28]2[C:32]([C:33]3[CH:34]=[CH:35][C:36]([O:39][CH3:40])=[CH:37][CH:38]=3)=[C:31]([CH3:41])[O:30][N:29]=2)[C:13]([OH:12])=[CH:18][C:17]=1[OH:19]. The yield is 0.430. (6) The reactants are [S:1]1[C:9]2[CH:8]=[C:7]([C:10]([O:12]C)=[O:11])[N:6]=[CH:5][C:4]=2[CH:3]=[CH:2]1.[OH-].[Na+]. The catalyst is CO.O. The product is [S:1]1[C:9]2[CH:8]=[C:7]([C:10]([OH:12])=[O:11])[N:6]=[CH:5][C:4]=2[CH:3]=[CH:2]1. The yield is 0.430.